This data is from Full USPTO retrosynthesis dataset with 1.9M reactions from patents (1976-2016). The task is: Predict the reactants needed to synthesize the given product. Given the product [CH3:15][O:14][C:12](=[O:13])[CH2:11][CH2:10][C@@H:9]1[CH2:16][O:17][C:20]([CH3:22])([CH3:21])[N:8]1[C:6]([O:5][C:1]([CH3:2])([CH3:4])[CH3:3])=[O:7], predict the reactants needed to synthesize it. The reactants are: [C:1]([O:5][C:6]([NH:8][C@@H:9]([CH2:16][OH:17])[CH2:10][CH2:11][C:12]([O:14][CH3:15])=[O:13])=[O:7])([CH3:4])([CH3:3])[CH3:2].CO[C:20](OC)([CH3:22])[CH3:21].B(F)(F)F.CCOCC.C(N(CC)CC)C.